Dataset: Full USPTO retrosynthesis dataset with 1.9M reactions from patents (1976-2016). Task: Predict the reactants needed to synthesize the given product. (1) Given the product [CH2:28]([C:2]1[N:3]=[N:4][C:5]([N:11]2[CH2:16][CH2:15][N:14]([C:17]3[CH:22]=[CH:21][C:20]([C:23]([F:26])([F:25])[F:24])=[CH:19][N:18]=3)[CH2:13][CH2:12]2)=[C:6]2[N:10]=[CH:9][NH:8][C:7]=12)[C:29]1[CH:34]=[CH:33][CH:32]=[CH:31][CH:30]=1, predict the reactants needed to synthesize it. The reactants are: Cl[C:2]1[N:3]=[N:4][C:5]([N:11]2[CH2:16][CH2:15][N:14]([C:17]3[CH:22]=[CH:21][C:20]([C:23]([F:26])([F:25])[F:24])=[CH:19][N:18]=3)[CH2:13][CH2:12]2)=[C:6]2[N:10]=[CH:9][NH:8][C:7]=12.[Br-].[CH2:28]([Zn+])[C:29]1[CH:34]=[CH:33][CH:32]=[CH:31][CH:30]=1. (2) Given the product [C:3]([O-:22])(=[O:21])[CH2:4][CH2:5][CH2:6][CH2:7][CH2:8][CH2:9][CH2:10][CH2:11][CH2:12][CH2:13][CH2:14][CH2:15][CH2:16][CH2:17][CH2:18][CH2:19][CH3:20].[Cd+2:2].[C:3]([O-:22])(=[O:21])[CH2:4][CH2:5][CH2:6][CH2:7][CH2:8][CH2:9][CH2:10][CH2:11][CH2:12][CH2:13][CH2:14][CH2:15][CH2:16][CH2:17][CH2:18][CH2:19][CH3:20], predict the reactants needed to synthesize it. The reactants are: [O-2].[Cd+2:2].[C:3]([OH:22])(=[O:21])[CH2:4][CH2:5][CH2:6][CH2:7][CH2:8][CH2:9][CH2:10][CH2:11][CH2:12][CH2:13][CH2:14][CH2:15][CH2:16][CH2:17][CH2:18][CH2:19][CH3:20]. (3) Given the product [C:23]([C:27]1[CH:28]=[CH:29][C:30]([NH:31][C:2]2[C:12]3[CH2:11][CH2:10][N:9]([C:13]4[C:18]([C:19]([F:22])([F:21])[F:20])=[CH:17][CH:16]=[CH:15][N:14]=4)[CH2:8][CH2:7][C:6]=3[N:5]=[CH:4][N:3]=2)=[CH:32][CH:33]=1)([CH3:26])([CH3:24])[CH3:25], predict the reactants needed to synthesize it. The reactants are: Cl[C:2]1[C:12]2[CH2:11][CH2:10][N:9]([C:13]3[C:18]([C:19]([F:22])([F:21])[F:20])=[CH:17][CH:16]=[CH:15][N:14]=3)[CH2:8][CH2:7][C:6]=2[N:5]=[CH:4][N:3]=1.[C:23]([C:27]1[CH:33]=[CH:32][C:30]([NH2:31])=[CH:29][CH:28]=1)([CH3:26])([CH3:25])[CH3:24]. (4) Given the product [F:1][C:2]([F:10])([F:9])[C:3]([CH3:8])([CH3:7])[C:4]([NH2:17])=[O:5], predict the reactants needed to synthesize it. The reactants are: [F:1][C:2]([F:10])([F:9])[C:3]([CH3:8])([CH3:7])[C:4](O)=[O:5].C(Cl)(=O)C(Cl)=O.[NH4+:17].[OH-]. (5) Given the product [CH3:25][N:14]1[C:15]2[CH:20]=[CH:19][C:18]([C:21]([F:23])([F:22])[F:24])=[CH:17][C:16]=2[N:12]([CH2:11][C@H:8]2[CH2:9][CH2:10][C@H:5]([C:3]([OH:4])=[O:2])[CH2:6][CH2:7]2)[C:13]1=[O:26], predict the reactants needed to synthesize it. The reactants are: C[O:2][C:3]([C@H:5]1[CH2:10][CH2:9][C@H:8]([CH2:11][N:12]2[C:16]3[CH:17]=[C:18]([C:21]([F:24])([F:23])[F:22])[CH:19]=[CH:20][C:15]=3[N:14]([CH3:25])[C:13]2=[O:26])[CH2:7][CH2:6]1)=[O:4].[Li+].[OH-]. (6) Given the product [Cl:1][C:2]1[CH:3]=[N:4][C:5]2[N:6]([N:8]=[C:9]([C:11]([N:24]3[CH2:23][CH2:22][C:21]4[N:20]=[CH:19][CH:18]=[CH:17][C:16]=4[CH:15]3[CH3:14])=[O:13])[CH:10]=2)[CH:7]=1, predict the reactants needed to synthesize it. The reactants are: [Cl:1][C:2]1[CH:3]=[N:4][C:5]2[N:6]([N:8]=[C:9]([C:11]([OH:13])=O)[CH:10]=2)[CH:7]=1.[CH3:14][CH:15]1[NH:24][CH2:23][CH2:22][C:21]2[N:20]=[CH:19][CH:18]=[CH:17][C:16]1=2. (7) Given the product [Cl:1][C:2]1[CH:21]=[CH:20][C:5]([NH:6][C:7]2[C:16]3[C:11](=[CH:12][C:13]([O:19][CH2:25][C:26]4[CH:31]=[CH:30][N:29]=[C:28]([C:32]#[N:33])[CH:27]=4)=[C:14]([O:17][CH3:18])[CH:15]=3)[N:10]=[CH:9][N:8]=2)=[C:4]([F:22])[CH:3]=1, predict the reactants needed to synthesize it. The reactants are: [Cl:1][C:2]1[CH:21]=[CH:20][C:5]([NH:6][C:7]2[C:16]3[C:11](=[CH:12][C:13]([OH:19])=[C:14]([O:17][CH3:18])[CH:15]=3)[N:10]=[CH:9][N:8]=2)=[C:4]([F:22])[CH:3]=1.Cl.Cl[CH2:25][C:26]1[CH:31]=[CH:30][N:29]=[C:28]([C:32]#[N:33])[CH:27]=1.C(=O)([O-])[O-].[K+].[K+].O.